Dataset: NCI-60 drug combinations with 297,098 pairs across 59 cell lines. Task: Regression. Given two drug SMILES strings and cell line genomic features, predict the synergy score measuring deviation from expected non-interaction effect. (1) Drug 1: C1=CC=C(C(=C1)C(C2=CC=C(C=C2)Cl)C(Cl)Cl)Cl. Drug 2: CN1C2=C(C=C(C=C2)N(CCCl)CCCl)N=C1CCCC(=O)O.Cl. Cell line: SNB-75. Synergy scores: CSS=-4.32, Synergy_ZIP=-0.528, Synergy_Bliss=-3.52, Synergy_Loewe=-6.65, Synergy_HSA=-5.82. (2) Drug 1: C1=NC2=C(N1)C(=S)N=C(N2)N. Drug 2: CCC1(CC2CC(C3=C(CCN(C2)C1)C4=CC=CC=C4N3)(C5=C(C=C6C(=C5)C78CCN9C7C(C=CC9)(C(C(C8N6C)(C(=O)OC)O)OC(=O)C)CC)OC)C(=O)OC)O.OS(=O)(=O)O. Cell line: NCI-H322M. Synergy scores: CSS=47.7, Synergy_ZIP=-11.3, Synergy_Bliss=-5.31, Synergy_Loewe=-3.00, Synergy_HSA=-2.74. (3) Drug 1: CC1=C(C=C(C=C1)NC(=O)C2=CC=C(C=C2)CN3CCN(CC3)C)NC4=NC=CC(=N4)C5=CN=CC=C5. Drug 2: C1CN1C2=NC(=NC(=N2)N3CC3)N4CC4. Cell line: SNB-19. Synergy scores: CSS=3.53, Synergy_ZIP=-6.44, Synergy_Bliss=-3.54, Synergy_Loewe=-19.9, Synergy_HSA=-5.06. (4) Drug 1: C1=CC=C(C=C1)NC(=O)CCCCCCC(=O)NO. Drug 2: C(CCl)NC(=O)N(CCCl)N=O. Cell line: MCF7. Synergy scores: CSS=13.5, Synergy_ZIP=-5.31, Synergy_Bliss=-5.29, Synergy_Loewe=-32.4, Synergy_HSA=-5.15. (5) Drug 1: C1=C(C(=O)NC(=O)N1)F. Drug 2: CCC1=C2CN3C(=CC4=C(C3=O)COC(=O)C4(CC)O)C2=NC5=C1C=C(C=C5)O. Cell line: ACHN. Synergy scores: CSS=62.3, Synergy_ZIP=2.74, Synergy_Bliss=2.50, Synergy_Loewe=0.824, Synergy_HSA=5.72. (6) Drug 1: CCCS(=O)(=O)NC1=C(C(=C(C=C1)F)C(=O)C2=CNC3=C2C=C(C=N3)C4=CC=C(C=C4)Cl)F. Drug 2: CCC1(CC2CC(C3=C(CCN(C2)C1)C4=CC=CC=C4N3)(C5=C(C=C6C(=C5)C78CCN9C7C(C=CC9)(C(C(C8N6C=O)(C(=O)OC)O)OC(=O)C)CC)OC)C(=O)OC)O.OS(=O)(=O)O. Cell line: MDA-MB-435. Synergy scores: CSS=72.3, Synergy_ZIP=18.2, Synergy_Bliss=16.2, Synergy_Loewe=2.67, Synergy_HSA=18.5. (7) Drug 1: CN(CCCl)CCCl.Cl. Drug 2: C1C(C(OC1N2C=NC3=C2NC=NCC3O)CO)O. Cell line: SK-MEL-28. Synergy scores: CSS=3.74, Synergy_ZIP=-3.24, Synergy_Bliss=-4.22, Synergy_Loewe=-4.75, Synergy_HSA=-5.11. (8) Drug 1: COC1=CC(=CC(=C1O)OC)C2C3C(COC3=O)C(C4=CC5=C(C=C24)OCO5)OC6C(C(C7C(O6)COC(O7)C8=CC=CS8)O)O. Drug 2: C1C(C(OC1N2C=NC(=NC2=O)N)CO)O. Cell line: ACHN. Synergy scores: CSS=63.8, Synergy_ZIP=0.720, Synergy_Bliss=1.99, Synergy_Loewe=-3.74, Synergy_HSA=6.10. (9) Drug 1: CC12CCC3C(C1CCC2=O)CC(=C)C4=CC(=O)C=CC34C. Drug 2: CCC(=C(C1=CC=CC=C1)C2=CC=C(C=C2)OCCN(C)C)C3=CC=CC=C3.C(C(=O)O)C(CC(=O)O)(C(=O)O)O. Cell line: HT29. Synergy scores: CSS=30.5, Synergy_ZIP=4.32, Synergy_Bliss=3.99, Synergy_Loewe=3.09, Synergy_HSA=2.87.